This data is from Retrosynthesis with 50K atom-mapped reactions and 10 reaction types from USPTO. The task is: Predict the reactants needed to synthesize the given product. (1) Given the product COC(=O)C12CCC(N(Cc3ccccc3)C(=O)OC(C)(C)C)(CC1)CC2, predict the reactants needed to synthesize it. The reactants are: BrCc1ccccc1.COC(=O)C12CCC(NC(=O)OC(C)(C)C)(CC1)CC2. (2) The reactants are: FC(F)(F)c1ccc(CBr)c(Br)c1.O=Cc1ccc2[nH]ncc2c1. Given the product O=Cc1ccc2c(cnn2Cc2ccc(C(F)(F)F)cc2Br)c1, predict the reactants needed to synthesize it.